Dataset: NCI-60 drug combinations with 297,098 pairs across 59 cell lines. Task: Regression. Given two drug SMILES strings and cell line genomic features, predict the synergy score measuring deviation from expected non-interaction effect. (1) Drug 1: CNC(=O)C1=CC=CC=C1SC2=CC3=C(C=C2)C(=NN3)C=CC4=CC=CC=N4. Drug 2: CC12CCC3C(C1CCC2=O)CC(=C)C4=CC(=O)C=CC34C. Cell line: EKVX. Synergy scores: CSS=31.4, Synergy_ZIP=0.118, Synergy_Bliss=-2.12, Synergy_Loewe=-2.91, Synergy_HSA=-1.04. (2) Drug 1: CC1C(C(CC(O1)OC2CC(CC3=C2C(=C4C(=C3O)C(=O)C5=C(C4=O)C(=CC=C5)OC)O)(C(=O)C)O)N)O.Cl. Drug 2: CC1=CC=C(C=C1)C2=CC(=NN2C3=CC=C(C=C3)S(=O)(=O)N)C(F)(F)F. Cell line: NCI-H522. Synergy scores: CSS=18.0, Synergy_ZIP=-8.22, Synergy_Bliss=-3.91, Synergy_Loewe=-2.05, Synergy_HSA=-1.60. (3) Drug 1: CC=C1C(=O)NC(C(=O)OC2CC(=O)NC(C(=O)NC(CSSCCC=C2)C(=O)N1)C(C)C)C(C)C. Drug 2: CC1CCC2CC(C(=CC=CC=CC(CC(C(=O)C(C(C(=CC(C(=O)CC(OC(=O)C3CCCCN3C(=O)C(=O)C1(O2)O)C(C)CC4CCC(C(C4)OC)OCCO)C)C)O)OC)C)C)C)OC. Cell line: A498. Synergy scores: CSS=37.6, Synergy_ZIP=-2.64, Synergy_Bliss=0.334, Synergy_Loewe=-43.6, Synergy_HSA=-0.205.